Regression. Given a target protein amino acid sequence and a drug SMILES string, predict the binding affinity score between them. We predict pIC50 (pIC50 = -log10(IC50 in M); higher means more potent). Dataset: bindingdb_ic50. From a dataset of Drug-target binding data from BindingDB using IC50 measurements. (1) The compound is O=C(O)c1ccnc(C(=O)O)c1. The target protein sequence is MAGVGPGGYAAEFVPPPECPVFEPSWEEFTDPLSFIGRIRPLAEKTGICKIRPPKDWQPPFACEVKSFRFTPRVQRLNELEAMTRVRLDFLDQLAKFWELQGSTLKIPVVERKILDLYALSKIVASKGGFEMVTKEKKWSKVGSRLGYLPGKGTGSLLKSHYERILYPYELFQSGVSLMGVQMPNLDLKEKVEPEVLSTDTQTSPEPGTRMNILPKRTRRVKTQSESGDVSRNTELKKLQIFGAGPKVVGLAMGTKDKEDEVTRRRKVTNRSDAFNMQMRQRKGTLSVNFVDLYVCMFCGRGNNEDKLLLCDGCDDSYHTFCLIPPLPDVPKGDWRCPKCVAEECSKPREAFGFEQAVREYTLQSFGEMADNFKSDYFNMPVHMVPTELVEKEFWRLVSSIEEDVIVEYGADISSKDFGSGFPVKDGRRKILPEEEEYALSGWNLNNMPVLEQSVLAHINVDISGMKVPWLYVGMCFSSFCWHIEDHWSYSINYLHWGEP.... The pIC50 is 5.9. (2) The small molecule is Brc1ccc(/C=C\c2ccccc2)cc1. The target protein (P11344) has sequence MFLAVLYCLLWSFQISDGHFPRACASSKNLLAKECCPPWMGDGSPCGQLSGRGSCQDILLSSAPSGPQFPFKGVDDRESWPSVFYNRTCQCSGNFMGFNCGNCKFGFGGPNCTEKRVLIRRNIFDLSVSEKNKFFSYLTLAKHTISSVYVIPTGTYGQMNNGSTPMFNDINIYDLFVWMHYYVSRDTLLGGSEIWRDIDFAHEAPGFLPWHRLFLLLWEQEIRELTGDENFTVPYWDWRDAENCDICTDEYLGGRHPENPNLLSPASFFSSWQIICSRSEEYNSHQVLCDGTPEGPLLRNPGNHDKAKTPRLPSSADVEFCLSLTQYESGSMDRTANFSFRNTLEGFASPLTGIADPSQSSMHNALHIFMNGTMSQVQGSANDPIFLLHHAFVDSIFEQWLRRHRPLLEVYPEANAPIGHNRDSYMVPFIPLYRNGDFFITSKDLGYDYSYLQESDPGFYRNYIEPYLEQASRIWPWLLGAALVGAVIAAALSGLSSRLC.... The pIC50 is 3.6. (3) The compound is O=P(O)(O)O[C@H]1[C@H](OP(=O)(O)O)[C@@H](OP(=O)(O)O)[C@@H](OP(=O)(O)O)[C@@H](OP(=O)(O)O)[C@@H]1OP(=O)(O)OP(=O)(O)O. The target protein (P17442) has sequence MKFGKYLEARQLELAEYNSHFIDYKALKKLIKQLAIPTLKASSDLDLHLTLDDIDEKIIHQRLQENKAAFFFKLERELEKVNGYYLARESDLRIKFNILHSKYKDYKINGKLNSNQATSFKNLYAAFKKFQKDLRNLEQYVELNKTGFSKALKKWDKRSQSHDKDFYLATVVSIQPIFTRDGPLKLNDETLHILLELNDIDNNNRRADIQSSTFTNDDDDDNNTSNNNKHNNNNNNNNNNNNNNNNNNILHNNYELTTSKISENQLEHLFQASSSSLDMEMEIENWYKEILNIATVKDVQRKHALLRNFRETKIFTYLLQNSSESFHKNVFSLLKECLTTLFLLLVASPLDDNSLHIFYKSNQDHIDLSYCDEDDQVFSRKNVFHEAASCPEKSRLFILDEALTTSKLSKETVQKLLNAQDIHSRVPLHYAAELGKLEFVHSLLITNLLEDVDPIDSDSKTPLVLAITNNHIDVVRDLLTIGGANASPIEKPILDYSKNV.... The pIC50 is 4.8. (4) The small molecule is CCCc1cc(C)[nH]c(=O)c1CNC(=O)c1cc(-c2ccc(N3CCN(C)CC3)nc2)cc2c1cnn2C(C)C. The target protein (Q53H47) has sequence MFAEAAKTTRPCGMAEFKEKPEAPTEQLDVACGQENLPVGAWPPGAAPAPFQYTPDHVVGPGADIDPTQITFPGCICVKTPCLPGTCSCLRHGENYDDNSCLRDIGSGGKYAEPVFECNVLCRCSDHCRNRVVQKGLQFHFQVFKTHKKGWGLRTLEFIPKGRFVCEYAGEVLGFSEVQRRIHLQTKSDSNYIIAIREHVYNGQVMETFVDPTYIGNIGRFLNHSCEPNLLMIPVRIDSMVPKLALFAAKDIVPEEELSYDYSGRYLNLTVSEDKERLDHGKLRKPCYCGAKSCTAFLPFDSSLYCPVEKSNISCGNEKEPSMCGSAPSVFPSCKRLTLETMKMMLDKKQIRAIFLFEFKMGRKAAETTRNINNAFGPGTANERTVQWWFKKFCKGDESLEDEERSGRPSEVDNDQLRAIIEADPLTTTREVAEELNVNHSTVVRHLKQIGKVKKLDKWVPHELTENQKNRRFEVSSSLILRNHNEPFLDRIVTCDEKWI.... The pIC50 is 4.0. (5) The pIC50 is 8.2. The drug is CN[C@@H]1C[C@H]2O[C@@](C)([C@@H]1OC)n1c3ccccc3c3c4c(c5c6ccccc6n2c5c31)C(=O)NC4. The target protein (P22612) has sequence MGNAPAKKDTEQEESVNEFLAKARGDFLYRWGNPAQNTASSDQFERLRTLGMGSFGRVMLVRHQETGGHYAMKILNKQKVVKMKQVEHILNEKRILQAIDFPFLVKLQFSFKDNSYLYLVMEYVPGGEMFSRLQRVGRFSEPHACFYAAQVVLAVQYLHSLDLIHRDLKPENLLIDQQGYLQVTDFGFAKRVKGRTWTLCGTPEYLAPEIILSKGYNKAVDWWALGVLIYEMAVGFPPFYADQPIQIYEKIVSGRVRFPSKLSSDLKHLLRSLLQVDLTKRFGNLRNGVGDIKNHKWFATTSWIAIYEKKVEAPFIPKYTGPGDASNFDDYEEEELRISINEKCAKEFSEF. (6) The small molecule is CC(C)N(c1cc(-c2ccccc2)sc1C(=O)O)C(=O)[C@H]1CC[C@H](C)CC1. The target protein sequence is SMSYTWTGALITPCAAEESKLPINALSNSLLRHHNMVYATTSRSAGLRQKKVTFDRLQVLDDHYRDVLKEMKAKASTVKAKLLSVEEACKLTPPHSAKSKFGYGAKDVRNLSSKAVNHIHSVWKDLLEDTVTPIDTTIMAKNEVFCVQPEKGGRKPARLIVFPDLGVRVCEKMALYDVVSTLPQVVMGSSYGFQYSPGQRVEFLVNTWKSKKNPMGFSYDTRCFDSTVTENDIRVEESIYQCCDLAPEARQAIKSLTERLYIGGPLTNSKGQNCGYRRCRASGVLTTSCGNTLTCYLKASAACRAAKLQDCTMLVNGDDLVVICESAGTQEDAASLRVFTEAMTRYSAPPGDPPQPEYDLELITSCSSNVSVAHDASGKRVYYLTRDPTTPLARAAWETARHTPVNSWLGNIIMYAPTLWARMILMTHFFSILLAQEQLEKALDCQIYGACYSIEPLDLPQIIERLHGLSAFSLHSYSPGEINRVASCLRKLGVPPLRVW.... The pIC50 is 7.0. (7) The compound is C[C@]1(Cn2ccnn2)[C@H](C(=O)O)N2C(=O)C[C@H]2S1(=O)=O. The target protein (Q9F663) has sequence MSLYRRLVLLSCLSWPLAGFSATALTNLVAEPFAKLEQDFGGSIGVYAMDTGSGATVSYRAEERFPLCSSFKGFLAAAVLARSQQQAGLLDTPIRYGKNALVPWSPISEKYLTTGMTVAELSAAAVQYSDNAAANLLLKELGGPAGLTAFMRSIGDTTFRLDRWELELNSAIPGDARDTSSPRAVTESLQKLTLGSALAAPQRQQFVDWLKGNTTGNHRIRAAVPADWAVGDKTGTCGVYGTANDYAVVWPTGRAPIVLAVYTRAPNKDDKHSEAVIAAAARLALEGLGVNGQ. The pIC50 is 6.4. (8) The drug is O=C1COc2c(Cl)cc(Cl)cc2N1Cc1nnc(CCc2ccc(Cl)cc2)n1CCC(F)(F)F. The target protein (Q8WWX8) has sequence MESGTSSPQPPQLDPLDAFPQKGLEPGDIAVLVLYFLFVLAVGLWSTVKTKRDTVKGYFLAGGDMVWWPVGASLFASNVGSGHFIGLAGSGAATGISVSAYELNGLFSVLMLAWIFLPIYIAGQVTTMPEYLRKRFGGIRIPIILAVLYLFIYIFTKISVDMYAGAIFIQQSLHLDLYLAIVGLLAITAVYTVAGGLAAVIYTDALQTLIMLIGALTLMGYSFAAVGGMEGLKEKYFLALASNRSENSSCGLPREDAFHIFRDPLTSDLPWPGVLFGMSIPSLWYWCTDQVIVQRTLAAKNLSHAKGGALMAAYLKVLPLFIMVFPGMVSRILFPDQVACADPEICQKICSNPSGCSDIAYPKLVLELLPTGLRGLMMAVMVAALMSSLTSIFNSASTIFTMDLWNHLRPRASEKELMIVGRVFVLLLVLVSILWIPVVQASQGGQLFIYIQSISSYLQPPVAVVFIMGCFWKRTNEKGAFWGLISGLLLGLVRLVLDFI.... The pIC50 is 5.0.